Dataset: Peptide-MHC class I binding affinity with 185,985 pairs from IEDB/IMGT. Task: Regression. Given a peptide amino acid sequence and an MHC pseudo amino acid sequence, predict their binding affinity value. This is MHC class I binding data. (1) The peptide sequence is ILMILIEGI. The MHC is HLA-A02:01 with pseudo-sequence HLA-A02:01. The binding affinity (normalized) is 0.770. (2) The MHC is HLA-A01:01 with pseudo-sequence HLA-A01:01. The peptide sequence is RARIKTRLF. The binding affinity (normalized) is 0.0847. (3) The peptide sequence is KLKKKSAFY. The binding affinity (normalized) is 0.0847. The MHC is HLA-A02:12 with pseudo-sequence HLA-A02:12. (4) The peptide sequence is WASRELERF. The MHC is HLA-B54:01 with pseudo-sequence HLA-B54:01. The binding affinity (normalized) is 0. (5) The peptide sequence is VTPSGTWLTY. The MHC is HLA-A23:01 with pseudo-sequence HLA-A23:01. The binding affinity (normalized) is 0.00170. (6) The peptide sequence is IANQAAVLM. The MHC is HLA-B35:01 with pseudo-sequence HLA-B35:01. The binding affinity (normalized) is 0.601. (7) The peptide sequence is VENPDILRV. The MHC is HLA-B44:03 with pseudo-sequence HLA-B44:03. The binding affinity (normalized) is 0.490. (8) The peptide sequence is DEFVADIPS. The MHC is HLA-A25:01 with pseudo-sequence HLA-A25:01. The binding affinity (normalized) is 0.0847. (9) The peptide sequence is GYVVSNFEGV. The MHC is HLA-A01:01 with pseudo-sequence HLA-A01:01. The binding affinity (normalized) is 0.